From a dataset of Full USPTO retrosynthesis dataset with 1.9M reactions from patents (1976-2016). Predict the reactants needed to synthesize the given product. (1) Given the product [CH2:17]([C@H:24]1[CH2:28][O:27][C:26](=[O:29])[N:25]1[C:30](=[O:35])[C@H:31]([CH2:32][CH2:33][CH3:34])[CH2:37]/[CH:38]=[CH:39]/[CH2:40][O:41][CH2:42][C:43]1[CH:48]=[CH:47][CH:46]=[CH:45][CH:44]=1)[C:18]1[CH:19]=[CH:20][CH:21]=[CH:22][CH:23]=1, predict the reactants needed to synthesize it. The reactants are: C[Si]([N-][Si](C)(C)C)(C)C.[Na+].CCCCCC.[CH2:17]([C@H:24]1[CH2:28][O:27][C:26](=[O:29])[N:25]1[C:30](=[O:35])[CH2:31][CH2:32][CH2:33][CH3:34])[C:18]1[CH:23]=[CH:22][CH:21]=[CH:20][CH:19]=1.Br[CH2:37]/[CH:38]=[CH:39]/[CH2:40][O:41][CH2:42][C:43]1[CH:48]=[CH:47][CH:46]=[CH:45][CH:44]=1.[Cl-].[NH4+]. (2) Given the product [OH:39][C:24]1[CH:25]=[CH:26][CH:27]=[C:28]2[C:23]=1[N:22]=[C:21]([C:19]([OH:20])=[O:18])[CH:30]=[C:29]2[CH2:31][CH2:32][C:33]1[CH:38]=[CH:37][CH:36]=[CH:35][CH:34]=1, predict the reactants needed to synthesize it. The reactants are: COC(C1C=C(O)C2C(=C(N)C=CC=2)N=1)=O.C[O:18][C:19]([C:21]1[CH:30]=[C:29]([CH2:31][CH2:32][C:33]2[CH:38]=[CH:37][CH:36]=[CH:35][CH:34]=2)[C:28]2[C:23](=[C:24]([OH:39])[CH:25]=[CH:26][CH:27]=2)[N:22]=1)=[O:20]. (3) Given the product [NH2:1][C:2]1[N:7]=[CH:6][N:5]=[C:4]2[N:8]([CH:19]([C:21]3[O:22][C:23]4[C:28]([C:29](=[O:38])[C:30]=3[C:31]3[CH:36]=[CH:35][CH:34]=[C:33]([F:37])[CH:32]=3)=[CH:27][CH:26]=[CH:25][CH:24]=4)[CH3:20])[N:9]=[C:10]([C:11]3[CH:12]=[CH:13][C:14]([OH:17])=[CH:15][CH:16]=3)[C:3]=12, predict the reactants needed to synthesize it. The reactants are: [NH2:1][C:2]1[N:7]=[CH:6][N:5]=[C:4]2[N:8]([CH:19]([C:21]3[O:22][C:23]4[C:28]([C:29](=[O:38])[C:30]=3[C:31]3[CH:36]=[CH:35][CH:34]=[C:33]([F:37])[CH:32]=3)=[CH:27][CH:26]=[CH:25][CH:24]=4)[CH3:20])[N:9]=[C:10]([C:11]3[CH:16]=[CH:15][C:14]([O:17]C)=[CH:13][CH:12]=3)[C:3]=12. (4) Given the product [Br:1][C:2]1[C:3]([CH3:14])=[N:4][N:5]([CH2:18][CH2:17][CH:16]([CH3:20])[CH3:15])[C:6]=1[C:7]1[CH:12]=[CH:11][C:10]([F:13])=[CH:9][CH:8]=1, predict the reactants needed to synthesize it. The reactants are: [Br:1][C:2]1[C:3]([CH3:14])=[N:4][NH:5][C:6]=1[C:7]1[CH:12]=[CH:11][C:10]([F:13])=[CH:9][CH:8]=1.[CH3:15][CH:16]([CH3:20])[CH2:17][CH2:18]O.C1(P(C2C=CC=CC=2)C2C=CC=CC=2)C=CC=CC=1.N(C(OC(C)C)=O)=NC(OC(C)C)=O. (5) Given the product [F:1][C:2]1[CH:7]=[C:6]([N:31]2[CH2:32][CH2:33][O:29][C:30]2=[O:43])[CH:5]=[CH:4][C:3]=1[N:9]1[CH:14]=[C:13]([O:15][CH3:16])[C:12](=[O:17])[C:11]([C:18]2[N:22]([C:23]3[CH:28]=[CH:27][CH:26]=[CH:25][CH:24]=3)[N:21]=[CH:20][CH:19]=2)=[N:10]1, predict the reactants needed to synthesize it. The reactants are: [F:1][C:2]1[CH:7]=[C:6](I)[CH:5]=[CH:4][C:3]=1[N:9]1[CH:14]=[C:13]([O:15][CH3:16])[C:12](=[O:17])[C:11]([C:18]2[N:22]([C:23]3[CH:28]=[CH:27][CH:26]=[CH:25][CH:24]=3)[N:21]=[CH:20][CH:19]=2)=[N:10]1.[O:29]1[CH2:33][C:32](=O)[N:31]=[C-:30]1.N[C@@H]1CCCC[C@H]1N.[O-:43]P([O-])([O-])=O.[K+].[K+].[K+]. (6) Given the product [F:1][CH2:2][CH2:3][CH2:4][O:5][C:6]1[CH:14]=[C:13]2[C:9]([CH2:10][CH2:11][C:12]2=[O:15])=[CH:8][CH:7]=1, predict the reactants needed to synthesize it. The reactants are: [F:1][C:2](F)(F)[CH2:3][CH2:4][O:5][C:6]1[CH:14]=[C:13]2[C:9]([CH2:10][CH2:11][C:12]2=[O:15])=[CH:8][CH:7]=1.OC1C=C2C(CCC2=O)=CC=1.FCCCO. (7) The reactants are: I[C:2]1[CH:10]=[CH:9][C:8]([S:11]([CH3:14])(=[O:13])=[O:12])=[CH:7][C:3]=1[C:4]([OH:6])=[O:5].[F:15][C:16]1[CH:21]=[CH:20][CH:19]=[CH:18][C:17]=1B(O)O. Given the product [F:15][C:16]1[CH:21]=[CH:20][CH:19]=[CH:18][C:17]=1[C:2]1[C:3]([C:4]([OH:6])=[O:5])=[CH:7][C:8]([S:11]([CH3:14])(=[O:13])=[O:12])=[CH:9][CH:10]=1, predict the reactants needed to synthesize it. (8) Given the product [N:16]1[CH:21]=[CH:20][CH:19]=[CH:18][C:17]=1[C:22]1[S:26][C:25]([S:27]([N:1]2[CH2:6][CH2:5][CH:4]([CH2:7][NH:8][C:9](=[O:15])[O:10][C:11]([CH3:12])([CH3:14])[CH3:13])[CH2:3][CH2:2]2)(=[O:29])=[O:28])=[CH:24][CH:23]=1, predict the reactants needed to synthesize it. The reactants are: [NH:1]1[CH2:6][CH2:5][CH:4]([CH2:7][NH:8][C:9](=[O:15])[O:10][C:11]([CH3:14])([CH3:13])[CH3:12])[CH2:3][CH2:2]1.[N:16]1[CH:21]=[CH:20][CH:19]=[CH:18][C:17]=1[C:22]1[S:26][C:25]([S:27](Cl)(=[O:29])=[O:28])=[CH:24][CH:23]=1.C(N(CC)CC)C. (9) Given the product [CH3:23][O:22][C:20]([C:12]1[CH:11]=[N:10][C:9]([NH2:8])=[C:14]([O:15][CH2:16][CH:17]2[CH2:19][CH2:18]2)[N:13]=1)=[O:21], predict the reactants needed to synthesize it. The reactants are: C(OC([N:8](C(OC(C)(C)C)=O)[C:9]1[N:10]=[CH:11][C:12]([C:20]([O:22][CH3:23])=[O:21])=[N:13][C:14]=1[O:15][CH2:16][CH:17]1[CH2:19][CH2:18]1)=O)(C)(C)C.O. (10) Given the product [F:16][C:10]1[CH:9]=[C:8]([NH:17][C:18]2[N:33]=[CH:32][CH:31]=[CH:30][C:19]=2[C:20]([NH:22][C:23]2[CH:24]=[CH:25][C:26]([F:29])=[CH:27][CH:28]=2)=[O:21])[CH:13]=[CH:12][C:11]=1[O:14][CH3:15], predict the reactants needed to synthesize it. The reactants are: C(=O)([O-])[O-].[Cs+].[Cs+].Br[C:8]1[CH:13]=[CH:12][C:11]([O:14][CH3:15])=[C:10]([F:16])[CH:9]=1.[NH2:17][C:18]1[N:33]=[CH:32][CH:31]=[CH:30][C:19]=1[C:20]([NH:22][C:23]1[CH:28]=[CH:27][C:26]([F:29])=[CH:25][CH:24]=1)=[O:21].O1CCOCC1.